Dataset: Merck oncology drug combination screen with 23,052 pairs across 39 cell lines. Task: Regression. Given two drug SMILES strings and cell line genomic features, predict the synergy score measuring deviation from expected non-interaction effect. (1) Drug 1: Cn1c(=O)n(-c2ccc(C(C)(C)C#N)cc2)c2c3cc(-c4cnc5ccccc5c4)ccc3ncc21. Drug 2: Cn1cc(-c2cnn3c(N)c(Br)c(C4CCCNC4)nc23)cn1. Cell line: SKMEL30. Synergy scores: synergy=39.2. (2) Drug 1: O=C(NOCC(O)CO)c1ccc(F)c(F)c1Nc1ccc(I)cc1F. Drug 2: NC1CCCCC1N.O=C(O)C(=O)O.[Pt+2]. Cell line: HT29. Synergy scores: synergy=1.73. (3) Drug 1: CCc1c2c(nc3ccc(O)cc13)-c1cc3c(c(=O)n1C2)COC(=O)C3(O)CC. Drug 2: CCc1cnn2c(NCc3ccc[n+]([O-])c3)cc(N3CCCCC3CCO)nc12. Cell line: OV90. Synergy scores: synergy=-29.1. (4) Drug 1: CS(=O)(=O)CCNCc1ccc(-c2ccc3ncnc(Nc4ccc(OCc5cccc(F)c5)c(Cl)c4)c3c2)o1. Drug 2: NC1CCCCC1N.O=C(O)C(=O)O.[Pt+2]. Cell line: HT144. Synergy scores: synergy=-23.6. (5) Drug 1: COc1cc(C2c3cc4c(cc3C(OC3OC5COC(C)OC5C(O)C3O)C3COC(=O)C23)OCO4)cc(OC)c1O. Drug 2: Cn1cc(-c2cnn3c(N)c(Br)c(C4CCCNC4)nc23)cn1. Cell line: NCIH520. Synergy scores: synergy=19.4.